This data is from Catalyst prediction with 721,799 reactions and 888 catalyst types from USPTO. The task is: Predict which catalyst facilitates the given reaction. Reactant: [CH2:1]([O:8][C:9]1[CH:10]=[C:11]2[C:16](=[CH:17][C:18]=1[O:19][CH3:20])[N:15]=[CH:14][C:13]([C:21]#[N:22])=[C:12]2Cl)[C:2]1[CH:7]=[CH:6][CH:5]=[CH:4][CH:3]=1.[C:24]([O:28][CH3:29])(=[O:27])[CH2:25][SH:26].C([O-])([O-])=O.[K+].[K+]. Product: [NH2:22][C:21]1[C:13]2[CH:14]=[N:15][C:16]3[CH:17]=[C:18]([O:19][CH3:20])[C:9]([O:8][CH2:1][C:2]4[CH:7]=[CH:6][CH:5]=[CH:4][CH:3]=4)=[CH:10][C:11]=3[C:12]=2[S:26][C:25]=1[C:24]([O:28][CH3:29])=[O:27]. The catalyst class is: 21.